From a dataset of Full USPTO retrosynthesis dataset with 1.9M reactions from patents (1976-2016). Predict the reactants needed to synthesize the given product. Given the product [O:8]=[C:5]1[N:4]([CH2:9][CH2:10][CH2:11][CH2:12][CH2:13][CH2:14][C:15]#[N:16])[C@@H:3](/[CH:2]=[CH:42]/[C:43](=[O:44])[CH2:28][C:27]2[CH:22]=[CH:23][CH:24]=[CH:25][CH:26]=2)[CH2:7][S:6]1, predict the reactants needed to synthesize it. The reactants are: O[CH2:2][C@H:3]1[CH2:7][S:6][C:5](=[O:8])[N:4]1[CH2:9][CH2:10][CH2:11][CH2:12][CH2:13][CH2:14][C:15]#[N:16].CC(OI1(OC(C)=O)(OC(C)=O)O[C:28](=O)[C:27]2[CH:26]=[CH:25][CH:24]=[CH:23][C:22]1=2)=O.[H-].[Na+].C1C[O:44][CH2:43][CH2:42]1.